From a dataset of Reaction yield outcomes from USPTO patents with 853,638 reactions. Predict the reaction yield, written as a fraction of the theoretical maximum amount of product (1.0 means a 100% yield; for example, 0.34 means a 34% yield). (1) The reactants are [C:1]([C:5]1[O:9][C:8]([C:10]2[C:11]([NH2:29])=[N:12][CH:13]=[C:14]([C:16]3[N:20]([CH2:21][CH3:22])[N:19]=[C:18]([CH:23]4[CH2:28][CH2:27][NH:26][CH2:25][CH2:24]4)[N:17]=3)[N:15]=2)=[N:7][N:6]=1)([CH3:4])([CH3:3])[CH3:2].CC1(C)[O:35][C@@H:34]([C:36]([O-])=[O:37])[CH2:33][O:32]1.[K+]. No catalyst specified. The product is [NH2:29][C:11]1[N:12]=[CH:13][C:14]([C:16]2[N:20]([CH2:21][CH3:22])[N:19]=[C:18]([CH:23]3[CH2:28][CH2:27][N:26]([C:33](=[O:32])[C@H:34]([OH:35])[CH2:36][OH:37])[CH2:25][CH2:24]3)[N:17]=2)=[N:15][C:10]=1[C:8]1[O:9][C:5]([C:1]([CH3:2])([CH3:3])[CH3:4])=[N:6][N:7]=1. The yield is 0.400. (2) The reactants are F[C:2]1[CH:7]=[C:6]([F:8])[CH:5]=[C:4]([F:9])[C:3]=1[N+:10]([O-:12])=[O:11].C(=O)([O-])[O-].[K+].[K+].[NH:19]1[CH2:24][CH2:23][O:22][CH2:21][CH2:20]1. The catalyst is CS(C)=O. The product is [F:9][C:4]1[C:3]([N+:10]([O-:12])=[O:11])=[C:2]([N:19]2[CH2:24][CH2:23][O:22][CH2:21][CH2:20]2)[CH:7]=[C:6]([F:8])[CH:5]=1. The yield is 0.540. (3) The reactants are [NH2:1][C:2]1[C:6]([C:7]#[N:8])=[C:5]([C:9]2[CH:14]=[CH:13][C:12]([NH:15][C:16]([NH:18][C:19]3[CH:24]=[C:23]([CH3:25])[CH:22]=[CH:21][C:20]=3[F:26])=[O:17])=[CH:11][CH:10]=2)[S:4][N:3]=1.Cl.CC[O:30]C(C)=O. The catalyst is CCO.[OH-].[Na+].OO. The product is [NH2:1][C:2]1[C:6]([C:7]([NH2:8])=[O:30])=[C:5]([C:9]2[CH:14]=[CH:13][C:12]([NH:15][C:16]([NH:18][C:19]3[CH:24]=[C:23]([CH3:25])[CH:22]=[CH:21][C:20]=3[F:26])=[O:17])=[CH:11][CH:10]=2)[S:4][N:3]=1. The yield is 0.930. (4) The reactants are [CH3:1][O:2][C:3](=[O:13])[C:4]1[CH:9]=[CH:8][C:7]([CH2:10]Br)=[N:6][C:5]=1[Cl:12].[CH:14]([NH2:16])=[O:15].[CH:17](N)=[O:18].[Na]. The catalyst is CN(C=O)C. The product is [CH3:1][O:2][C:3](=[O:13])[C:4]1[CH:9]=[CH:8][C:7]([CH2:10][N:16]([CH:17]=[O:18])[CH:14]=[O:15])=[N:6][C:5]=1[Cl:12]. The yield is 0.440. (5) The reactants are [C:1]1([C:7]2[N:8]=[C:9]([NH:12]C(=O)C)[NH:10][CH:11]=2)[CH:6]=[CH:5][CH:4]=[CH:3][CH:2]=1.O.OS(O)(=O)=O. The catalyst is CO. The product is [C:1]1([C:7]2[N:8]=[C:9]([NH2:12])[NH:10][CH:11]=2)[CH:2]=[CH:3][CH:4]=[CH:5][CH:6]=1. The yield is 0.410. (6) The reactants are CC(OC(N[C@@H:9](CC1C=CC(C2N=C(C(N(C)OC)=O)N(C)C=2)=CC=1)[CH2:10][CH2:11][C:12]([O:14][C:15](C)(C)C)=[O:13])=O)(C)C.[I:38][CH:39]([CH3:41])[CH3:40].CCN(C(C)C)C(C)C.CN(C=[O:55])C. No catalyst specified. The product is [OH:55][C:40]1[CH:9]=[CH:10][C:11]([C:12]([O:14][CH3:15])=[O:13])=[CH:41][C:39]=1[I:38]. The yield is 0.200. (7) The reactants are [O:1]1[C:5]2[CH:6]=[CH:7][C:8]([CH2:10][CH2:11][NH2:12])=[CH:9][C:4]=2[O:3][CH2:2]1.[Cl:13][C:14]1[CH:15]=[C:16]2[C:21](=[CH:22][C:23]=1[O:24][C:25]1[CH:33]=[CH:32][C:28]([C:29](O)=[O:30])=[CH:27][CH:26]=1)[O:20][CH2:19][CH2:18][CH:17]2[C:34]([O:36][CH2:37][CH3:38])=[O:35].Cl.CN(C)CCCN=C=NCC.ON1C2N=CC=CC=2N=N1. The catalyst is CN(C=O)C. The product is [O:1]1[C:5]2[CH:6]=[CH:7][C:8]([CH2:10][CH2:11][NH:12][C:29]([C:28]3[CH:27]=[CH:26][C:25]([O:24][C:23]4[CH:22]=[C:21]5[C:16]([CH:17]([C:34]([O:36][CH2:37][CH3:38])=[O:35])[CH2:18][CH2:19][O:20]5)=[CH:15][C:14]=4[Cl:13])=[CH:33][CH:32]=3)=[O:30])=[CH:9][C:4]=2[O:3][CH2:2]1. The yield is 0.935. (8) The reactants are [Br:1][C:2]1[CH:3]=[C:4]([C:8]([NH:13]C(=O)OC(C)(C)C)([CH3:12])[CH2:9][NH:10][CH3:11])[CH:5]=[CH:6][CH:7]=1. The catalyst is C(O)(C(F)(F)F)=O.C(Cl)Cl. The product is [Br:1][C:2]1[CH:3]=[C:4]([C:8]([NH2:13])([CH3:12])[CH2:9][NH:10][CH3:11])[CH:5]=[CH:6][CH:7]=1. The yield is 0.760. (9) The reactants are [CH3:1][C:2]1[CH:3]=[CH:4][C:5]([NH2:8])=[N:6][CH:7]=1.[Cl-].C[Al+]C.[CH3:13][N:14]1[CH:22]=[C:21]2[C:16]([CH:17]=[C:18]([C:37](OC)=[O:38])[CH:19]=[C:20]2[O:23][C:24]2[CH:29]=[N:28][C:27]([C:30]([N:32]3[CH2:36][CH2:35][CH2:34][CH2:33]3)=[O:31])=[CH:26][N:25]=2)=[N:15]1. The catalyst is COCCOC.C(OCC)(=O)C. The product is [CH3:13][N:14]1[CH:22]=[C:21]2[C:16]([CH:17]=[C:18]([C:37]([NH:8][C:5]3[CH:4]=[CH:3][C:2]([CH3:1])=[CH:7][N:6]=3)=[O:38])[CH:19]=[C:20]2[O:23][C:24]2[CH:29]=[N:28][C:27]([C:30]([N:32]3[CH2:33][CH2:34][CH2:35][CH2:36]3)=[O:31])=[CH:26][N:25]=2)=[N:15]1. The yield is 0.760. (10) The reactants are [C:1]([O:5][C:6](=[O:27])[N:7]([CH2:20][CH2:21][CH2:22][CH2:23][CH2:24][CH2:25][CH3:26])[CH2:8][C:9]1([C:12]2[CH:17]=[CH:16][C:15]([CH2:18][OH:19])=[CH:14][CH:13]=2)[CH2:11][CH2:10]1)([CH3:4])([CH3:3])[CH3:2]. The catalyst is C(OCC)C.[O-2].[O-2].[Mn+4]. The product is [C:1]([O:5][C:6](=[O:27])[N:7]([CH2:8][C:9]1([C:12]2[CH:17]=[CH:16][C:15]([CH:18]=[O:19])=[CH:14][CH:13]=2)[CH2:11][CH2:10]1)[CH2:20][CH2:21][CH2:22][CH2:23][CH2:24][CH2:25][CH3:26])([CH3:2])([CH3:3])[CH3:4]. The yield is 0.770.